The task is: Predict the reactants needed to synthesize the given product.. This data is from Full USPTO retrosynthesis dataset with 1.9M reactions from patents (1976-2016). (1) Given the product [F:1][C:2]1[CH:7]=[CH:6][C:5]([C@H:8]2[C@H:13]([C:14]([OH:16])=[O:15])[CH2:12][CH2:11][N:10]([CH2:18][CH2:19][C:20]3[CH:21]=[CH:22][CH:23]=[CH:24][CH:25]=3)[CH2:9]2)=[CH:4][CH:3]=1, predict the reactants needed to synthesize it. The reactants are: [F:1][C:2]1[CH:7]=[CH:6][C:5]([C@H:8]2[C@H:13]([C:14]([O:16]C)=[O:15])[CH2:12][CH2:11][N:10]([CH2:18][CH2:19][C:20]3[CH:25]=[CH:24][CH:23]=[CH:22][CH:21]=3)[CH2:9]2)=[CH:4][CH:3]=1.[OH-].[Li+]. (2) Given the product [F:59][C:55]1[C:56]([F:58])=[CH:57][C:52]([C:49]2[CH:50]=[CH:51][C:46]([O:45][CH2:44][C:39]3[CH:40]=[CH:41][CH:42]=[C:43]4[C:38]=3[CH:37]=[CH:36][NH:35]4)=[CH:47][CH:48]=2)=[C:53]([O:60][CH3:61])[CH:54]=1, predict the reactants needed to synthesize it. The reactants are: FC1C(F)=CC(C2C=CC(OCC3C=C4C(C=CN4)=CC=3)=CC=2)=C(OC)C=1.C(OC([N:35]1[C:43]2[C:38](=[C:39]([CH2:44][O:45][C:46]3[CH:51]=[CH:50][C:49]([C:52]4[CH:57]=[C:56]([F:58])[C:55]([F:59])=[CH:54][C:53]=4[O:60][CH3:61])=[CH:48][CH:47]=3)[CH:40]=[CH:41][CH:42]=2)[CH:37]=[CH:36]1)=O)(C)(C)C.